From a dataset of Serine/threonine kinase 33 screen with 319,792 compounds. Binary Classification. Given a drug SMILES string, predict its activity (active/inactive) in a high-throughput screening assay against a specified biological target. (1) The drug is O1C2=C(C(c3c(n(nc3)C)C)C(=C1N)C#N)C(=O)CCC2. The result is 0 (inactive). (2) The drug is Brc1ccc(C(=O)CCN2CCN(CC2)C(OCC)=O)cc1. The result is 0 (inactive). (3) The molecule is Clc1ccc(S(=O)(=O)N2C(OCCC2)CNC(=O)C(=O)NCCCn2ccnc2)cc1. The result is 0 (inactive). (4) The molecule is S(=O)(=O)(N1C(=O)N(Cc2ccc(OCC)cc2)C(=O)CC1=O)c1ccc(OCC)cc1. The result is 0 (inactive). (5) The compound is Brc1cn2c(nc(COC(=O)C(NC(=O)c3c(Cl)cccc3)C(C)C)cc2=O)cc1. The result is 0 (inactive). (6) The compound is Clc1c(ccc(Nc2nc3no[nH]c3nc2=O)c1)C. The result is 0 (inactive).